Dataset: Forward reaction prediction with 1.9M reactions from USPTO patents (1976-2016). Task: Predict the product of the given reaction. (1) Given the reactants [CH2:1]([S:3](Cl)(=[O:5])=[O:4])[CH3:2].[Br:7][C:8]1[CH:9]=[C:10]([CH:12]=[CH:13][C:14]=1[O:15][C:16]1[CH:21]=[CH:20][C:19]([F:22])=[CH:18][C:17]=1[F:23])[NH2:11].N1C=CC=CC=1.Cl, predict the reaction product. The product is: [Br:7][C:8]1[CH:9]=[C:10]([NH:11][S:3]([CH2:1][CH3:2])(=[O:5])=[O:4])[CH:12]=[CH:13][C:14]=1[O:15][C:16]1[CH:21]=[CH:20][C:19]([F:22])=[CH:18][C:17]=1[F:23]. (2) Given the reactants [N+:1]([C:4]1[C:5]([NH:10][CH2:11][CH:12]2[CH2:17][CH2:16][C:15]([C:19]3[CH:24]=[CH:23][CH:22]=[CH:21][CH:20]=3)([OH:18])[CH2:14][CH2:13]2)=[N:6][CH:7]=[CH:8][CH:9]=1)([O-])=O.CCN(CC)CC.O.ON1C2C=CC=CC=2N=N1.[F:43][C:44]([F:50])([F:49])[CH2:45][C:46](O)=[O:47], predict the reaction product. The product is: [F:43][C:44]([F:50])([F:49])[CH2:45][C:46]([NH:1][C:4]1[C:5]([NH:10][CH2:11][CH:12]2[CH2:17][CH2:16][C:15]([OH:18])([C:19]3[CH:24]=[CH:23][CH:22]=[CH:21][CH:20]=3)[CH2:14][CH2:13]2)=[N:6][CH:7]=[CH:8][CH:9]=1)=[O:47]. (3) Given the reactants Br.[CH3:2][N:3]([CH2:5][C:6]1[S:20][C:9]2[NH:10][C:11](=[O:19])[C:12]3[CH:13]=[CH:14][CH:15]=[C:16]([OH:18])[C:17]=3[C:8]=2[CH:7]=1)[CH3:4].[ClH:21], predict the reaction product. The product is: [ClH:21].[CH3:4][N:3]([CH2:5][C:6]1[S:20][C:9]2[NH:10][C:11](=[O:19])[C:12]3[CH:13]=[CH:14][CH:15]=[C:16]([OH:18])[C:17]=3[C:8]=2[CH:7]=1)[CH3:2].